Dataset: Catalyst prediction with 721,799 reactions and 888 catalyst types from USPTO. Task: Predict which catalyst facilitates the given reaction. (1) Reactant: [H-].[Na+].[Cl:3][C:4]1[CH:12]=[CH:11][C:7]2[O:8][CH2:9][O:10][C:6]=2[C:5]=1[NH2:13].[Cl:14][C:15]1[N:20]=[C:19](Cl)[CH:18]=[CH:17][N:16]=1. Product: [Cl:14][C:15]1[N:20]=[C:19]([NH:13][C:5]2[C:6]3[O:10][CH2:9][O:8][C:7]=3[CH:11]=[CH:12][C:4]=2[Cl:3])[CH:18]=[CH:17][N:16]=1. The catalyst class is: 44. (2) Reactant: C(OC(=O)[N:7]([CH2:26][C:27]1[CH:32]=[CH:31][CH:30]=[CH:29][CH:28]=1)[CH2:8][CH2:9][C:10]1[CH:15]=[CH:14][C:13]([O:16][C:17]2[CH:22]=[CH:21][C:20]([C:23]#[N:24])=[C:19]([Cl:25])[CH:18]=2)=[CH:12][CH:11]=1)(C)(C)C.OO.C([O-])([O-])=[O:37].[K+].[K+].FC(F)(F)C(O)=O. Product: [CH2:26]([NH:7][CH2:8][CH2:9][C:10]1[CH:15]=[CH:14][C:13]([O:16][C:17]2[CH:22]=[CH:21][C:20]([C:23]([NH2:24])=[O:37])=[C:19]([Cl:25])[CH:18]=2)=[CH:12][CH:11]=1)[C:27]1[CH:28]=[CH:29][CH:30]=[CH:31][CH:32]=1. The catalyst class is: 549. (3) Product: [OH:1][CH2:2][CH2:3][CH2:4][CH2:5][CH2:6][C:7]1[CH:12]=[CH:11][CH:10]=[CH:9][C:8]=1[CH2:13][CH2:14][CH2:15][CH2:16][CH2:17][OH:18]. The catalyst class is: 29. Reactant: [OH:1][CH2:2][CH2:3][CH2:4][C:5]#[C:6][C:7]1[CH:12]=[CH:11][CH:10]=[CH:9][C:8]=1[C:13]#[C:14][CH2:15][CH2:16][CH2:17][OH:18]. (4) Reactant: [BH4-].[Na+].[CH2:3]([N:10]1[CH2:15][CH2:14][C:13](=[O:16])[CH:12]([CH2:17][CH2:18][CH3:19])[CH2:11]1)[C:4]1[CH:9]=[CH:8][CH:7]=[CH:6][CH:5]=1. Product: [CH2:3]([N:10]1[CH2:15][CH2:14][CH:13]([OH:16])[CH:12]([CH2:17][CH2:18][CH3:19])[CH2:11]1)[C:4]1[CH:5]=[CH:6][CH:7]=[CH:8][CH:9]=1. The catalyst class is: 5. (5) Reactant: [CH3:1][C:2]1([CH3:8])[CH2:6][O:5][C:4](=[O:7])[NH:3]1.[H-].[Na+].I[C:12]1[O:13][CH:14]=[C:15]([C:17]2[CH:24]=[CH:23][C:20]([C:21]#[N:22])=[CH:19][CH:18]=2)[N:16]=1. Product: [CH3:1][C:2]1([CH3:8])[CH2:6][O:5][C:4](=[O:7])[N:3]1[C:12]1[O:13][CH:14]=[C:15]([C:17]2[CH:18]=[CH:19][C:20]([C:21]#[N:22])=[CH:23][CH:24]=2)[N:16]=1. The catalyst class is: 13.